Dataset: Catalyst prediction with 721,799 reactions and 888 catalyst types from USPTO. Task: Predict which catalyst facilitates the given reaction. (1) Reactant: [N:1]#[C:2]Br.[Cl:4][C:5]1[CH:6]=[C:7]([CH:23]=[C:24]([Cl:26])[CH:25]=1)[O:8][C:9]1[C:10]([CH2:21][CH3:22])=[N:11][N:12]([CH2:16][C:17]([NH:19][NH2:20])=[O:18])[C:13]=1[CH2:14][CH3:15]. Product: [Cl:4][C:5]1[CH:6]=[C:7]([CH:23]=[C:24]([Cl:26])[CH:25]=1)[O:8][C:9]1[C:10]([CH2:21][CH3:22])=[N:11][N:12]([CH2:16][C:17]2[O:18][C:2]([NH2:1])=[N:20][N:19]=2)[C:13]=1[CH2:14][CH3:15]. The catalyst class is: 8. (2) Reactant: [F:1][C:2]1[CH:10]=[C:9]([NH:11][S:12]([C:15]2[CH:20]=[CH:19][C:18]([C:21]3[CH:22]=[N:23][C:24]([CH2:27][O:28][CH3:29])=[N:25][CH:26]=3)=[CH:17][CH:16]=2)(=[O:14])=[O:13])[C:8]([F:30])=[CH:7][C:3]=1[C:4]([O-:6])=[O:5].[OH-].[Li+].Cl. Product: [F:1][C:2]1[CH:10]=[C:9]([NH:11][S:12]([C:15]2[CH:20]=[CH:19][C:18]([C:21]3[CH:26]=[N:25][C:24]([CH2:27][O:28][CH3:29])=[N:23][CH:22]=3)=[CH:17][CH:16]=2)(=[O:14])=[O:13])[C:8]([F:30])=[CH:7][C:3]=1[C:4]([OH:6])=[O:5]. The catalyst class is: 5. (3) Reactant: [C:1]([O:8]C([O-])=O)(=O)[O:2][C:3]([CH3:6])([CH3:5])[CH3:4].[CH3:12][C:13]1([CH3:29])[C:17]([CH3:19])([CH3:18])[O:16][B:15]([C:20]2[CH:28]=[C:27]3[C:23]([CH2:24][CH2:25]C3)=[CH:22][CH:21]=2)[O:14]1.C([N:33](CC)C(C)C)(C)C. The catalyst class is: 166. Product: [CH3:6][C:3]([CH3:4])([O:2][C:1]([N:33]1[C:27]2[C:23](=[CH:22][CH:21]=[C:20]([B:15]3[O:14][C:13]([CH3:29])([CH3:12])[C:17]([CH3:19])([CH3:18])[O:16]3)[CH:28]=2)[CH:24]=[CH:25]1)=[O:8])[CH3:5]. (4) Reactant: [CH3:1][O:2][C:3]([C@H:5]1[CH2:10][CH2:9][C@H:8]([C:11](=O)[NH:12][CH:13]([C:30]2[C:35]([Cl:36])=[N:34][CH:33]=[CH:32][N:31]=2)[C:14]2[CH:23]=[C:22]3[C:17]([CH:18]=[CH:19][C:20]([C:24]4[CH:29]=[CH:28][CH:27]=[CH:26][CH:25]=4)=[N:21]3)=[CH:16][CH:15]=2)[CH2:7][CH2:6]1)=[O:4].O=P(Cl)(Cl)Cl. Product: [CH3:1][O:2][C:3]([C@H:5]1[CH2:10][CH2:9][C@H:8]([C:11]2[N:31]3[CH:32]=[CH:33][N:34]=[C:35]([Cl:36])[C:30]3=[C:13]([C:14]3[CH:23]=[C:22]4[C:17]([CH:18]=[CH:19][C:20]([C:24]5[CH:29]=[CH:28][CH:27]=[CH:26][CH:25]=5)=[N:21]4)=[CH:16][CH:15]=3)[N:12]=2)[CH2:7][CH2:6]1)=[O:4]. The catalyst class is: 2. (5) Reactant: [O:1]1[CH:5]=[N:4][N:3]=[C:2]1[C:6]([NH:9]C(=O)OCC1C=CC=CC=1)([CH3:8])[CH3:7].[H][H].C1C=CC(P(C2C=CC=CC=2)C2C=CC=CC=2)=CC=1. Product: [CH3:7][C:6]([NH2:9])([C:2]1[O:1][CH:5]=[N:4][N:3]=1)[CH3:8]. The catalyst class is: 29. (6) Reactant: [N+:1]([C:4]1[CH:5]=[CH:6][C:7]([S:10][CH2:11][C:12]2[CH:17]=[CH:16][CH:15]=[CH:14][N:13]=2)=[N:8][CH:9]=1)([O-])=O. Product: [N:13]1[CH:14]=[CH:15][CH:16]=[CH:17][C:12]=1[CH2:11][S:10][C:7]1[N:8]=[CH:9][C:4]([NH2:1])=[CH:5][CH:6]=1. The catalyst class is: 15.